This data is from Peptide-MHC class I binding affinity with 185,985 pairs from IEDB/IMGT. The task is: Regression. Given a peptide amino acid sequence and an MHC pseudo amino acid sequence, predict their binding affinity value. This is MHC class I binding data. (1) The peptide sequence is QINELHHSK. The MHC is HLA-A02:06 with pseudo-sequence HLA-A02:06. The binding affinity (normalized) is 0.0847. (2) The peptide sequence is ACREQQLPV. The binding affinity (normalized) is 0.0847. The MHC is HLA-B15:01 with pseudo-sequence HLA-B15:01. (3) The peptide sequence is VTMFEALPH. The MHC is HLA-A68:01 with pseudo-sequence HLA-A68:01. The binding affinity (normalized) is 0.0908. (4) The peptide sequence is EVHIYYLEK. The MHC is HLA-B18:01 with pseudo-sequence HLA-B18:01. The binding affinity (normalized) is 0.0847. (5) The peptide sequence is WDIKDPSLL. The MHC is HLA-A30:02 with pseudo-sequence HLA-A30:02. The binding affinity (normalized) is 0.0332. (6) The peptide sequence is TLNHVLALKY. The MHC is HLA-A33:01 with pseudo-sequence HLA-A33:01. The binding affinity (normalized) is 0. (7) The peptide sequence is KEKDMTKEF. The MHC is HLA-A11:01 with pseudo-sequence HLA-A11:01. The binding affinity (normalized) is 0.0847.